From a dataset of Catalyst prediction with 721,799 reactions and 888 catalyst types from USPTO. Predict which catalyst facilitates the given reaction. (1) Reactant: [Cl-].[Cl-].[Cl-].[Al+3].[Br:5][C:6]1[CH:11]=[CH:10][C:9]([O:12]C)=[CH:8][CH:7]=1.[Cl:14][CH2:15][C:16](Cl)=[O:17]. Product: [Br:5][C:6]1[CH:7]=[CH:8][C:9]([OH:12])=[C:10]([C:16](=[O:17])[CH2:15][Cl:14])[CH:11]=1. The catalyst class is: 2. (2) The catalyst class is: 12. Product: [CH3:18][O:17][C:13]1[CH:14]=[CH:15][CH:16]=[C:3]([O:2][CH3:1])[C:4]=1[CH2:5][NH:6][C:7]([NH:8][C:9]1[S:10][CH:26]=[C:25]([C:24]2[CH:29]=[CH:30][C:21]([C:20]([F:19])([F:31])[F:32])=[CH:22][CH:23]=2)[N:11]=1)=[NH:12]. Reactant: [CH3:1][O:2][C:3]1[CH:16]=[CH:15][CH:14]=[C:13]([O:17][CH3:18])[C:4]=1[CH2:5][NH:6][C:7](=[NH:12])[NH:8][C:9]([NH2:11])=[S:10].[F:19][C:20]([F:32])([F:31])[C:21]1[CH:30]=[CH:29][C:24]([C:25](=O)[CH2:26]Br)=[CH:23][CH:22]=1.C(O)(=O)C. (3) Reactant: CO.[C:3]([O:7][C:8]([N:10]1[CH2:15][CH2:14][CH:13]([N:16]2[C:25]3[C:20](=[N:21][CH:22]=[C:23]([Cl:26])[CH:24]=3)[CH2:19][C:18]([CH3:32])([C:27](OCC)=[O:28])[C:17]2=[O:33])[CH2:12][CH2:11]1)=[O:9])([CH3:6])([CH3:5])[CH3:4].[Cl-].[Ca+2].[Cl-].[BH4-].[Na+]. Product: [Cl:26][C:23]1[CH:24]=[C:25]2[C:20]([CH2:19][C:18]([CH2:27][OH:28])([CH3:32])[C:17](=[O:33])[N:16]2[CH:13]2[CH2:14][CH2:15][N:10]([C:8]([O:7][C:3]([CH3:4])([CH3:5])[CH3:6])=[O:9])[CH2:11][CH2:12]2)=[N:21][CH:22]=1. The catalyst class is: 6. (4) Reactant: [NH2:1][CH2:2][CH2:3][C:4]([C:6]1[CH:20]=[CH:19][C:9]2[N:10]=[C:11]([NH:13][C:14]([NH:16][CH2:17][CH3:18])=[O:15])[S:12][C:8]=2[CH:7]=1)=[O:5].C(N(CC)CC)C.[C:28](Cl)(=[O:35])[C:29]1[CH:34]=[CH:33][CH:32]=[CH:31][CH:30]=1. Product: [CH2:17]([NH:16][C:14]([NH:13][C:11]1[S:12][C:8]2[CH:7]=[C:6]([C:4](=[O:5])[CH2:3][CH2:2][NH:1][C:28](=[O:35])[C:29]3[CH:34]=[CH:33][CH:32]=[CH:31][CH:30]=3)[CH:20]=[CH:19][C:9]=2[N:10]=1)=[O:15])[CH3:18]. The catalyst class is: 3. (5) The catalyst class is: 1. Product: [Cl:1][C:2]1[CH:3]=[CH:4][C:5]([O:14][CH:15]2[CH2:17][CH2:16]2)=[C:6]([C:8]2[C:12]([NH:13][C:27]([C:20]3[CH:19]=[N:18][N:22]4[CH:23]=[CH:24][CH:25]=[N:26][C:21]=34)=[O:28])=[CH:11][NH:10][N:9]=2)[CH:7]=1. Reactant: [Cl:1][C:2]1[CH:3]=[CH:4][C:5]([O:14][CH:15]2[CH2:17][CH2:16]2)=[C:6]([C:8]2[C:12]([NH2:13])=[CH:11][NH:10][N:9]=2)[CH:7]=1.[N:18]1[N:22]2[CH:23]=[CH:24][CH:25]=[N:26][C:21]2=[C:20]([C:27](Cl)=[O:28])[CH:19]=1.CCN(C(C)C)C(C)C. (6) Reactant: O[CH2:2][C:3]1[CH:12]=[CH:11][C:10]2[C:5](=[CH:6][CH:7]=[C:8]([O:13][CH3:14])[CH:9]=2)[CH:4]=1.O.P(Br)(Br)[Br:17].C([O-])(O)=O.[Na+]. Product: [Br:17][CH2:2][C:3]1[CH:12]=[CH:11][C:10]2[C:5](=[CH:6][CH:7]=[C:8]([O:13][CH3:14])[CH:9]=2)[CH:4]=1. The catalyst class is: 28. (7) Reactant: F[C:2]1[CH:9]=[C:8]([CH3:10])[CH:7]=[CH:6][C:3]=1[CH:4]=[O:5].[NH:11]1[CH2:15][CH2:14][C@H:13]([CH2:16][OH:17])[CH2:12]1.C([O-])([O-])=O.[K+].[K+].CS(C)=O. Product: [OH:17][CH2:16][C@H:13]1[CH2:14][CH2:15][N:11]([C:2]2[CH:9]=[C:8]([CH3:10])[CH:7]=[CH:6][C:3]=2[CH:4]=[O:5])[CH2:12]1. The catalyst class is: 6. (8) Reactant: N#N.[NH:3]1[C:7]2[CH:8]=[CH:9][CH:10]=[CH:11][C:6]=2[N:5]=[C:4]1[C@H:12]([NH:22][C:23]([NH:25][CH2:26][CH2:27][CH:28]1[CH2:33][CH2:32][NH:31][CH2:30][CH2:29]1)=[O:24])[CH2:13][C:14]1[CH:19]=[CH:18][C:17]([O:20][CH3:21])=[CH:16][CH:15]=1.C(N1CC[O:39][CH2:38][CH2:37]1)C.CN(C(ON1N=NC2C=CC=CC1=2)=[N+](C)C)C.[B-](F)(F)(F)F.C(O)(=O)C. Product: [NH:3]1[C:7]2[CH:8]=[CH:9][CH:10]=[CH:11][C:6]=2[N:5]=[C:4]1[C@H:12]([NH:22][C:23]([NH:25][CH2:26][CH2:27][CH:28]1[CH2:29][CH2:30][N:31]([C:38](=[O:39])[CH3:37])[CH2:32][CH2:33]1)=[O:24])[CH2:13][C:14]1[CH:15]=[CH:16][C:17]([O:20][CH3:21])=[CH:18][CH:19]=1. The catalyst class is: 751.